From a dataset of Experimentally validated miRNA-target interactions with 360,000+ pairs, plus equal number of negative samples. Binary Classification. Given a miRNA mature sequence and a target amino acid sequence, predict their likelihood of interaction. (1) The protein sequence of the target gene is MRLAQPDMVSAAPTEVDRLVWPLADGADKSPLGVLSTTEPLLRLQRTQRVWEVPELDAQYAKAFLELWPLGSFLVIGHEPGQVLMLKAGPSSGDINTYQIQRFPGGVSLESSNLCMPDCPHLLAFLSASRDVLPRTLLLPTPTVGAGDNHSDPHRLGCIQVDTSGRVLSVVNQLYLETHGGWGTETPQQTEPETGQKYSLAPRKPTPHRVSWVEDPLRPEAHHTGQEVHHPGADAHSLGSEVHFSCPALEEEEVNNDCYKDEDEEGCEDMLTAHIRALARTRSSYVARQYRCLRARLISD.... The miRNA is mmu-miR-1306-5p with sequence CACCACCUCCCCUGCAAACGUCC. Result: 1 (interaction). (2) The miRNA is mmu-miR-19b-3p with sequence UGUGCAAAUCCAUGCAAAACUGA. The protein sequence of the target gene is MSRRKQAKPRSLKDPNCKLEDKIEDGEAVDCKKRPEDGEELEEDAVHSCDSCLQVFESLSDITEHKIHQCQLTDGVDVEDDPSCSWPASSPSSKDQTSPSHGEGCDFGEEEGGPGLPYPCQFCDKSFSRLSYLKHHEQSHSDKLPFKCTYCSRLFKHKRSRDRHIKLHTGDKKYHCSECDAAFSRSDHLKIHLKTHTSNKPYKCAVCRRGFLSSSSLHGHMQVHERNKDGSQSGSRMEDWKMKDTQKCSQCEEGFDFPEDLQKHIAECHPECSPNEDRAALQCMYCHELFVEETSLMNHI.... Result: 1 (interaction). (3) The miRNA is mmu-miR-320-5p with sequence GCCUUCUCUUCCCGGUUCUUCC. The protein sequence of the target gene is MLCGLSRETPGEADDGPYSKGGKDAGGADVSLACRRQSIPEEFRGITVVELIKKEGSTLGLTISGGTDKDGKPRVSNLRPGGLAARSDLLNIGDYIRSVNGIHLTRLRHDEIITLLKNVGERVVLEVEYELPPPAPENNPRIISKTVDVSLYKEGNSFGFVLRGGAHEDGHKSRPLVLTYVRPGGPADREGSLKVGDRLLSVDGIPLHGASHATALATLRQCSHEALFQVEYDVATPDTVANASGPLMVEIVKTPGSALGISLTTTSLRNKSVITIDRIKPASVVDRSGALHPGDHILSI.... Result: 0 (no interaction). (4) The miRNA is hsa-miR-4695-5p with sequence CAGGAGGCAGUGGGCGAGCAGG. The protein sequence of the target gene is MSTRESFNPETYELDKSFRLTRFTELKGTGCKVPQDVLQKLLESLQENHFQEDEQFLGAVMPRLGIGMDTCVIPLRHGGLSLVQTTDYIYPIVDDPYMMGRIACANVLSDLYAMGVTECDNMLMLLGVSNKMTDRERDKVIPLIIQGFKDAAEEAGTSVTGGQTVLNPWIVLGGVATTVCQPNEFIMPDNAVPGDVLVLTKPLGTQVAVAVHQWLDIPEKWNKIKLVVTQEDVELAYQEAMMNMARLNRTAAGLMHTFNAHAATDITGFGILGHAQNLAKQQRNEVSFVIHNLPVLAKMA.... Result: 0 (no interaction). (5) The miRNA is hsa-miR-6856-5p with sequence AAGAGAGGAGCAGUGGUGCUGUGG. The protein sequence of the target gene is MTTPALLPLSGRRIPPLNLGPPSFPHHRATLRLSEKFILLLILSAFITLCFGAFFFLPDSSKHKRFDLGLEDVLIPHVDAGKGAKNPGVFLIHGPDEHRHREEEERLRNKIRADHEKALEEAKEKLRKSREEIRAEIQTEKNKVVQEMKIKENKPLPPVPIPNLVGIRGGDPEDNDIREKREKIKEMMKHAWDNYRTYGWGHNELRPIARKGHSPNIFGSSQMGATIVDALDTLYIMGLHDEFLDGQRWIEDNLDFSVNSEVSVFEVNIRFIGGLLAAYYLSGEEIFKIKAVQLAEKLLP.... Result: 1 (interaction).